From a dataset of Full USPTO retrosynthesis dataset with 1.9M reactions from patents (1976-2016). Predict the reactants needed to synthesize the given product. (1) Given the product [NH2:12][C:3]1[CH:4]=[C:5]([C:7]([O:9][CH2:10][CH3:11])=[O:8])[S:6][CH:2]=1, predict the reactants needed to synthesize it. The reactants are: Br[C:2]1[S:6][C:5]([C:7]([O:9][CH2:10][CH3:11])=[O:8])=[CH:4][C:3]=1[N+:12]([O-])=O. (2) Given the product [Br:1][C:2]1[C:3]([CH3:14])=[N:4][N:5]([CH2:16][C@H:17]2[O:21][C:20](=[O:22])[CH2:19][CH2:18]2)[C:6]=1[C:7]1[CH:12]=[CH:11][C:10]([F:13])=[CH:9][CH:8]=1, predict the reactants needed to synthesize it. The reactants are: [Br:1][C:2]1[C:3]([CH3:14])=[N:4][NH:5][C:6]=1[C:7]1[CH:12]=[CH:11][C:10]([F:13])=[CH:9][CH:8]=1.O[CH2:16][C@H:17]1[O:21][C:20](=[O:22])[CH2:19][CH2:18]1.C1(P(C2C=CC=CC=2)C2C=CC=CC=2)C=CC=CC=1.N(C(OC(C)C)=O)=NC(OC(C)C)=O. (3) Given the product [C:36]([O:35][C:33]([N:31]1[CH2:32][C:29]2([C:25](=[N:24][O:23][CH3:22])[CH2:26][N:27]([C:11]3[C:12]([F:14])=[C:13]4[C:8]([C:7](=[O:18])[C:6]([C:19]([OH:21])=[O:20])=[CH:5][N:4]4[CH:1]4[CH2:2][CH2:3]4)=[C:9]([NH2:17])[C:10]=3[F:16])[CH2:28]2)[CH2:30]1)=[O:34])([CH3:39])([CH3:38])[CH3:37], predict the reactants needed to synthesize it. The reactants are: [CH:1]1([N:4]2[C:13]3[C:8](=[C:9]([NH2:17])[C:10]([F:16])=[C:11](F)[C:12]=3[F:14])[C:7](=[O:18])[C:6]([C:19]([OH:21])=[O:20])=[CH:5]2)[CH2:3][CH2:2]1.[CH3:22][O:23][N:24]=[C:25]1[C:29]2([CH2:32][N:31]([C:33]([O:35][C:36]([CH3:39])([CH3:38])[CH3:37])=[O:34])[CH2:30]2)[CH2:28][NH:27][CH2:26]1.C(#N)C.C(N(CC)CC)C. (4) Given the product [C:1]([O:5][C:6]([N:8]([CH2:47][CH3:48])[CH2:9][CH2:10][C:11]1[N:12]([CH3:46])[C:13]2[CH:14]=[C:15]3[CH:24]=[CH:23][CH2:22][C:21]4[C:25]([OH:45])=[C:26]([C:41]([OH:43])=[O:42])[C:27](=[O:40])[N:28]([CH2:29][C:30]5[CH:35]=[CH:34][C:33]([O:36][CH3:37])=[CH:32][C:31]=5[O:38][CH3:39])[C:20]=4[C:16]3=[CH:17][C:18]=2[CH:19]=1)=[O:7])([CH3:4])([CH3:3])[CH3:2], predict the reactants needed to synthesize it. The reactants are: [C:1]([O:5][C:6]([N:8]([CH2:47][CH3:48])[CH2:9][CH2:10][C:11]1[N:12]([CH3:46])[C:13]2[CH:14]=[C:15]3[CH:24]=[CH:23][CH2:22][C:21]4[C:25]([OH:45])=[C:26]([C:41]([O:43]C)=[O:42])[C:27](=[O:40])[N:28]([CH2:29][C:30]5[CH:35]=[CH:34][C:33]([O:36][CH3:37])=[CH:32][C:31]=5[O:38][CH3:39])[C:20]=4[C:16]3=[CH:17][C:18]=2[CH:19]=1)=[O:7])([CH3:4])([CH3:3])[CH3:2].[Li+].[I-].Cl. (5) The reactants are: [OH:1][C:2]1[CH:7]=[CH:6][C:5]([CH2:8][C:9]([OH:11])=[O:10])=[CH:4][CH:3]=1.OS(O)(=O)=O.[C:17]([O-])(O)=O.[Na+]. Given the product [OH:1][C:2]1[CH:3]=[CH:4][C:5]([CH2:8][C:9]([O:11][CH3:17])=[O:10])=[CH:6][CH:7]=1, predict the reactants needed to synthesize it.